From a dataset of Full USPTO retrosynthesis dataset with 1.9M reactions from patents (1976-2016). Predict the reactants needed to synthesize the given product. (1) Given the product [F:17][C:14]1[CH:15]=[CH:16][C:11]([C:9]2[N:10]=[C:5]3[CH:4]=[CH:3][CH:2]=[N:7][N:6]3[C:8]=2[C:19]2[CH:24]=[CH:23][N:22]=[C:21]([NH2:25])[CH:20]=2)=[CH:12][C:13]=1[CH3:18], predict the reactants needed to synthesize it. The reactants are: Cl[C:2]1[CH:3]=[CH:4][C:5]2[N:6]([C:8]([C:19]3[CH:24]=[CH:23][N:22]=[C:21]([NH2:25])[CH:20]=3)=[C:9]([C:11]3[CH:16]=[CH:15][C:14]([F:17])=[C:13]([CH3:18])[CH:12]=3)[N:10]=2)[N:7]=1.C(N(CC)CC)C. (2) Given the product [CH3:1][O:2][C:3](=[O:18])[C:4]1[CH:9]=[C:8]([CH2:10][N:11]([CH:13]=[O:14])[CH3:12])[CH:7]=[CH:6][C:5]=1[NH2:15], predict the reactants needed to synthesize it. The reactants are: [CH3:1][O:2][C:3](=[O:18])[C:4]1[CH:9]=[C:8]([CH2:10][N:11]([CH:13]=[O:14])[CH3:12])[CH:7]=[CH:6][C:5]=1[N+:15]([O-])=O.[H][H]. (3) Given the product [OH:29][C:17]1[C:16]([CH2:15][CH:14]=[C:13]([CH3:36])[CH2:12][N:11]([S:37]([CH3:40])(=[O:38])=[O:39])[CH2:10][CH2:9][P:4](=[O:3])([OH:8])[OH:5])=[C:24]([O:25][CH3:26])[C:23]([CH3:27])=[C:22]2[C:18]=1[C:19](=[O:28])[O:20][CH2:21]2, predict the reactants needed to synthesize it. The reactants are: C([O:3][P:4]([CH2:9][CH2:10][N:11]([S:37]([CH3:40])(=[O:39])=[O:38])[CH2:12][C:13]([CH3:36])=[CH:14][CH2:15][C:16]1[C:17]([O:29]CC[Si](C)(C)C)=[C:18]2[C:22](=[C:23]([CH3:27])[C:24]=1[O:25][CH3:26])[CH2:21][O:20][C:19]2=[O:28])(=[O:8])[O:5]CC)C.C[Si](Br)(C)C.N1C(C)=CC=CC=1C.Cl. (4) Given the product [Cl:12][CH2:8][C:6]1[O:5][N:4]=[C:3]([O:2][CH3:1])[CH:7]=1, predict the reactants needed to synthesize it. The reactants are: [CH3:1][O:2][C:3]1[CH:7]=[C:6]([CH2:8]O)[O:5][N:4]=1.S(Cl)([Cl:12])=O. (5) Given the product [CH3:1][N:2]1[C:6]([CH3:7])=[C:5]([C@H:8]([NH:19][C@@H:17]([C:11]2[CH:16]=[CH:15][CH:14]=[CH:13][CH:12]=2)[CH3:18])[CH3:9])[CH:4]=[N:3]1, predict the reactants needed to synthesize it. The reactants are: [CH3:1][N:2]1[C:6]([CH3:7])=[C:5]([C:8](=O)[CH3:9])[CH:4]=[N:3]1.[C:11]1([C@H:17]([NH2:19])[CH3:18])[CH:16]=[CH:15][CH:14]=[CH:13][CH:12]=1.C(O)C.[BH4-].[Na+]. (6) Given the product [CH2:29]([N:18]([CH:19]([CH3:21])[CH3:20])[C:17]1[C:8]([C:5]2[CH:6]=[CH:7][C:2]([F:1])=[CH:3][CH:4]=2)=[N:9][C:10]2[C:15]([N:16]=1)=[CH:14][C:13]([C:22]([OH:24])=[O:23])=[CH:12][CH:11]=2)[CH3:30], predict the reactants needed to synthesize it. The reactants are: [F:1][C:2]1[CH:7]=[CH:6][C:5]([C:8]2[C:17]([NH:18][CH:19]([CH3:21])[CH3:20])=[N:16][C:15]3[C:10](=[CH:11][CH:12]=[C:13]([C:22]([O:24]C)=[O:23])[CH:14]=3)[N:9]=2)=[CH:4][CH:3]=1.[H-].[Na+].I[CH2:29][CH3:30].Cl.